Task: Predict which catalyst facilitates the given reaction.. Dataset: Catalyst prediction with 721,799 reactions and 888 catalyst types from USPTO Reactant: [OH-].[Na+].C([O:5][C:6]([C:8]1[CH:12]=[C:11]([CH2:13][CH2:14][C:15]2[CH:20]=[CH:19][C:18]([Cl:21])=[CH:17][CH:16]=2)[NH:10][N:9]=1)=[O:7])C. Product: [Cl:21][C:18]1[CH:19]=[CH:20][C:15]([CH2:14][CH2:13][C:11]2[NH:10][N:9]=[C:8]([C:6]([OH:7])=[O:5])[CH:12]=2)=[CH:16][CH:17]=1. The catalyst class is: 5.